The task is: Predict the product of the given reaction.. This data is from Forward reaction prediction with 1.9M reactions from USPTO patents (1976-2016). Given the reactants [CH2:1]([N:3]([CH2:5][C:6]1[N:11]=[C:10]([C:12]([F:15])([F:14])[F:13])[N:9]=[C:8]([C:16]([OH:18])=O)[CH:7]=1)[CH3:4])[CH3:2].C(N(CC)CC)C.F[P-](F)(F)(F)(F)F.C[N+](C)=C(N(C)C)ON1C2N=CC=CC=2N=N1.[NH:50]1[CH2:55][CH2:54][CH:53]([N:56]2[CH2:59][C:58]([CH2:82][C:83]#[N:84])([N:60]3[CH:64]=[C:63]([C:65]4[C:66]5[CH:73]=[CH:72][N:71](COCC[Si](C)(C)C)[C:67]=5[N:68]=[CH:69][N:70]=4)[CH:62]=[N:61]3)[CH2:57]2)[CH2:52][CH2:51]1, predict the reaction product. The product is: [CH2:1]([N:3]([CH2:5][C:6]1[N:11]=[C:10]([C:12]([F:13])([F:14])[F:15])[N:9]=[C:8]([C:16]([N:50]2[CH2:51][CH2:52][CH:53]([N:56]3[CH2:57][C:58]([CH2:82][C:83]#[N:84])([N:60]4[CH:64]=[C:63]([C:65]5[C:66]6[CH:73]=[CH:72][NH:71][C:67]=6[N:68]=[CH:69][N:70]=5)[CH:62]=[N:61]4)[CH2:59]3)[CH2:54][CH2:55]2)=[O:18])[CH:7]=1)[CH3:4])[CH3:2].